From a dataset of Forward reaction prediction with 1.9M reactions from USPTO patents (1976-2016). Predict the product of the given reaction. Given the reactants [Cl:1][C:2]1[CH:7]=[CH:6][CH:5]=[C:4]([Cl:8])[C:3]=1[CH2:9][C:10](=[O:12])[CH3:11].[BH4-].[Na+], predict the reaction product. The product is: [Cl:1][C:2]1[CH:7]=[CH:6][CH:5]=[C:4]([Cl:8])[C:3]=1[CH2:9][CH:10]([OH:12])[CH3:11].